Dataset: Full USPTO retrosynthesis dataset with 1.9M reactions from patents (1976-2016). Task: Predict the reactants needed to synthesize the given product. (1) The reactants are: [Cl:1][C:2]1[CH:8]=[C:7]([O:9][C:10]2[C:11]3[N:18]([CH3:19])[CH:17]=[CH:16][C:12]=3[N:13]=[CH:14][N:15]=2)[CH:6]=[CH:5][C:3]=1[NH2:4].C(N(CC)CC)C.Cl[C:28](Cl)([O:30]C(=O)OC(Cl)(Cl)Cl)Cl.[CH2:39]([O:46][C:47]1[CH:53]=[CH:52][C:50]([NH2:51])=[CH:49][C:48]=1[C:54]([F:57])([F:56])[F:55])[C:40]1[CH:45]=[CH:44][CH:43]=[CH:42][CH:41]=1. Given the product [CH2:39]([O:46][C:47]1[CH:53]=[CH:52][C:50]([NH:51][C:28]([NH:4][C:3]2[CH:5]=[CH:6][C:7]([O:9][C:10]3[C:11]4[N:18]([CH3:19])[CH:17]=[CH:16][C:12]=4[N:13]=[CH:14][N:15]=3)=[CH:8][C:2]=2[Cl:1])=[O:30])=[CH:49][C:48]=1[C:54]([F:55])([F:56])[F:57])[C:40]1[CH:41]=[CH:42][CH:43]=[CH:44][CH:45]=1, predict the reactants needed to synthesize it. (2) Given the product [N+:9]([C:3]1[CH:4]=[C:5]([O:8][CH2:19][CH2:20][O:21][CH:22]2[CH2:27][CH2:26][CH2:25][CH2:24][O:23]2)[CH:6]=[CH:7][C:2]=1[NH2:1])([O-:11])=[O:10], predict the reactants needed to synthesize it. The reactants are: [NH2:1][C:2]1[CH:7]=[CH:6][C:5]([OH:8])=[CH:4][C:3]=1[N+:9]([O-:11])=[O:10].C(=O)([O-])[O-].[K+].[K+].Br[CH2:19][CH2:20][O:21][CH:22]1[CH2:27][CH2:26][CH2:25][CH2:24][O:23]1.CCOC(C)=O.[Cl-].[Na+].O. (3) Given the product [OH:32][CH2:25][C:26]([NH:31][C:7](=[O:8])[C:6]1[CH:10]=[CH:11][C:3]([O:2][CH3:1])=[C:4](/[CH:12]=[CH:13]/[C:14]2[CH:15]=[CH:16][C:17]([O:20][C:21]([F:22])([F:23])[F:24])=[CH:18][CH:19]=2)[CH:5]=1)([CH2:29][OH:30])[CH2:27][OH:28], predict the reactants needed to synthesize it. The reactants are: [CH3:1][O:2][C:3]1[CH:11]=[CH:10][C:6]([C:7](O)=[O:8])=[CH:5][C:4]=1/[CH:12]=[CH:13]/[C:14]1[CH:19]=[CH:18][C:17]([O:20][C:21]([F:24])([F:23])[F:22])=[CH:16][CH:15]=1.[CH2:25]([OH:32])[C:26]([NH2:31])([CH2:29][OH:30])[CH2:27][OH:28]. (4) Given the product [C:3]([O:7][C:8](=[O:13])[NH:9][CH2:10][CH2:11][O:12][CH2:15][CH2:16][F:17])([CH3:6])([CH3:4])[CH3:5], predict the reactants needed to synthesize it. The reactants are: [H-].[Na+].[C:3]([O:7][C:8](=[O:13])[NH:9][CH2:10][CH2:11][OH:12])([CH3:6])([CH3:5])[CH3:4].Br[CH2:15][CH2:16][F:17].